Dataset: Forward reaction prediction with 1.9M reactions from USPTO patents (1976-2016). Task: Predict the product of the given reaction. (1) The product is: [Cl:17][C:18]1[CH:23]=[CH:22][CH:21]=[CH:20][C:19]=1[N:24]1[CH:28]=[CH:27][C:26]([O:29][CH2:2][C:3]2[C:8]([CH3:9])=[CH:7][CH:6]=[CH:5][C:4]=2[N:10]2[C:14](=[O:15])[N:13]([CH3:16])[N:12]=[N:11]2)=[N:25]1. Given the reactants Br[CH2:2][C:3]1[C:8]([CH3:9])=[CH:7][CH:6]=[CH:5][C:4]=1[N:10]1[C:14](=[O:15])[N:13]([CH3:16])[N:12]=[N:11]1.[Cl:17][C:18]1[CH:23]=[CH:22][CH:21]=[CH:20][C:19]=1[N:24]1[CH:28]=[CH:27][C:26]([OH:29])=[N:25]1.C(=O)([O-])[O-].[K+].[K+].C(#N)C, predict the reaction product. (2) Given the reactants [CH3:1][O:2][C:3]1[CH:12]=[CH:11][C:10]([N+:13]([O-])=O)=[CH:9][C:4]=1[C:5]([O:7][CH3:8])=[O:6].[ClH:16], predict the reaction product. The product is: [ClH:16].[NH2:13][C:10]1[CH:11]=[CH:12][C:3]([O:2][CH3:1])=[C:4]([CH:9]=1)[C:5]([O:7][CH3:8])=[O:6]. (3) Given the reactants [CH3:1][S:2][C:3]1[N:8]=[C:7]([NH:9][C:10]2([C:13]3[CH:18]=[CH:17][CH:16]=[CH:15][CH:14]=3)[CH2:12][CH2:11]2)[C:6]([C:19]([OH:21])=O)=[CH:5][N:4]=1.C(Cl)CCl.[OH-].[NH4+:27].O, predict the reaction product. The product is: [CH3:1][S:2][C:3]1[N:8]=[C:7]([NH:9][C:10]2([C:13]3[CH:18]=[CH:17][CH:16]=[CH:15][CH:14]=3)[CH2:12][CH2:11]2)[C:6]([C:19]([NH2:27])=[O:21])=[CH:5][N:4]=1. (4) Given the reactants C(C(O)C(O)C(C(=O)CCCCCCCCC)O)(=O)CCCCCCCCC.[C:29]([O:40][CH2:41][C@H:42]([CH2:55][O:56]CC1C=CC=CC=1)[O:43][C:44](=[O:54])[CH2:45][CH2:46][CH2:47][CH2:48][CH2:49][CH2:50][CH2:51][CH2:52][CH3:53])(=[O:39])[CH2:30][CH2:31][CH2:32][CH2:33][CH2:34][CH2:35][CH2:36][CH2:37][CH3:38], predict the reaction product. The product is: [C:29]([O:40][CH2:41][C@H:42]([CH2:55][OH:56])[O:43][C:44](=[O:54])[CH2:45][CH2:46][CH2:47][CH2:48][CH2:49][CH2:50][CH2:51][CH2:52][CH3:53])(=[O:39])[CH2:30][CH2:31][CH2:32][CH2:33][CH2:34][CH2:35][CH2:36][CH2:37][CH3:38]. (5) The product is: [Cl:1][C:2]1[CH:12]=[C:11]([Cl:13])[CH:10]=[CH:9][C:3]=1[O:4][CH2:5][C:6]([NH:14][C:15]1[CH:16]=[C:17]([CH:21]=[CH:22][N:23]=1)[C:18]([NH2:20])=[O:19])=[O:8]. Given the reactants [Cl:1][C:2]1[CH:12]=[C:11]([Cl:13])[CH:10]=[CH:9][C:3]=1[O:4][CH2:5][C:6]([OH:8])=O.[NH2:14][C:15]1[CH:16]=[C:17]([CH:21]=[CH:22][N:23]=1)[C:18]([NH2:20])=[O:19].C1CN([P+](ON2N=NC3C=CC=CC2=3)(N2CCCC2)N2CCCC2)CC1.F[P-](F)(F)(F)(F)F.CO, predict the reaction product. (6) Given the reactants C([O:3][C:4](=[O:27])[CH2:5][S:6][C:7]1[S:8][C:9]([NH:12][C:13]([N:15]([CH:21]2[CH2:26][CH2:25][CH2:24][CH2:23][CH2:22]2)[CH:16]2[CH2:20][CH2:19][CH2:18][CH2:17]2)=[O:14])=[N:10][N:11]=1)C.C1(NC2CCCC2)CCCCC1.C(OC(=O)CSC1SC(N)=NN=1)C, predict the reaction product. The product is: [CH:21]1([N:15]([CH:16]2[CH2:20][CH2:19][CH2:18][CH2:17]2)[C:13](=[O:14])[NH:12][C:9]2[S:8][C:7]([S:6][CH2:5][C:4]([OH:27])=[O:3])=[N:11][N:10]=2)[CH2:22][CH2:23][CH2:24][CH2:25][CH2:26]1.